This data is from Full USPTO retrosynthesis dataset with 1.9M reactions from patents (1976-2016). The task is: Predict the reactants needed to synthesize the given product. (1) The reactants are: [CH2:1]([N:3]([CH2:20][CH3:21])[CH2:4][CH2:5][N:6]1[CH2:12][CH2:11][CH2:10][C:9]2[NH:13][C:14]([CH:17]=O)=[C:15]([CH3:16])[C:8]=2[C:7]1=[O:19])[CH3:2].[F:22][C:23]1[CH:24]=[C:25]2[C:29](=[CH:30][C:31]=1[NH:32][CH2:33][C:34]1[CH:39]=[CH:38][C:37]([F:40])=[CH:36][CH:35]=1)[NH:28][C:27](=[O:41])[CH2:26]2. Given the product [CH2:1]([N:3]([CH2:20][CH3:21])[CH2:4][CH2:5][N:6]1[CH2:12][CH2:11][CH2:10][C:9]2[NH:13][C:14](/[CH:17]=[C:26]3\[C:27](=[O:41])[NH:28][C:29]4[C:25]\3=[CH:24][C:23]([F:22])=[C:31]([NH:32][CH2:33][C:34]3[CH:39]=[CH:38][C:37]([F:40])=[CH:36][CH:35]=3)[CH:30]=4)=[C:15]([CH3:16])[C:8]=2[C:7]1=[O:19])[CH3:2], predict the reactants needed to synthesize it. (2) Given the product [C:1]([O:5][C:6](=[O:15])[CH:7]([CH2:19][CH2:20][CH2:21][CH2:22][CH2:23][CH2:24][CH2:25][CH2:26][CH2:27][CH2:28][CH2:29][CH2:30][N:31]1[C:35](=[O:36])[C:34]2=[CH:37][CH:38]=[CH:39][CH:40]=[C:33]2[C:32]1=[O:41])[C:8]([O:10][C:11]([CH3:14])([CH3:13])[CH3:12])=[O:9])([CH3:3])([CH3:4])[CH3:2], predict the reactants needed to synthesize it. The reactants are: [C:1]([O:5][C:6](=[O:15])[CH2:7][C:8]([O:10][C:11]([CH3:14])([CH3:13])[CH3:12])=[O:9])([CH3:4])([CH3:3])[CH3:2].[H-].[Na+].Br[CH2:19][CH2:20][CH2:21][CH2:22][CH2:23][CH2:24][CH2:25][CH2:26][CH2:27][CH2:28][CH2:29][CH2:30][N:31]1[C:35](=[O:36])[C:34]2=[CH:37][CH:38]=[CH:39][CH:40]=[C:33]2[C:32]1=[O:41].C(OCC)C. (3) Given the product [CH3:1][N:2]([CH2:4][C:5]1[C:13]2[O:12][N:11]=[C:10]([CH2:14][CH2:15][CH:16]3[CH2:21][CH2:20][NH:19][CH2:18][CH2:17]3)[C:9]=2[CH:8]=[CH:7][C:6]=1[O:29][CH2:30][C:31]1[CH:36]=[CH:35][CH:34]=[CH:33][N:32]=1)[CH3:3].[CH3:1][N:2]([CH2:4][C:5]1[C:13]2[O:12][N:11]=[C:10]([CH2:14][CH2:15][CH:16]3[CH2:21][CH2:20][N:19]([CH2:22][C:39]4[S:43][C:42]([C:44]#[N:45])=[CH:41][CH:40]=4)[CH2:18][CH2:17]3)[C:9]=2[CH:8]=[CH:7][C:6]=1[O:29][CH2:30][C:31]1[CH:36]=[CH:35][CH:34]=[CH:33][N:32]=1)[CH3:3], predict the reactants needed to synthesize it. The reactants are: [CH3:1][N:2]([CH2:4][C:5]1[C:13]2[O:12][N:11]=[C:10]([CH2:14][CH2:15][CH:16]3[CH2:21][CH2:20][N:19]([C:22](OC(C)(C)C)=O)[CH2:18][CH2:17]3)[C:9]=2[CH:8]=[CH:7][C:6]=1[O:29][CH2:30][C:31]1[CH:36]=[CH:35][CH:34]=[CH:33][N:32]=1)[CH3:3].C([C:39]1[S:43][C:42]([C:44]#[N:45])=[CH:41][CH:40]=1)=O. (4) Given the product [OH:27][C:23]1[CH:22]=[C:21]([CH:8]2[C:9]3[NH:10][C:11]4[C:16](=[CH:15][C:14]([O:19][CH3:20])=[CH:13][CH:12]=4)[C:17]=3[CH2:18][C:6]3([CH3:30])[C:5](=[O:31])[N:4]([CH2:3][CH2:2][NH:36][CH2:32][CH:33]([CH3:35])[CH3:34])[C:28](=[O:29])[N:7]23)[CH:26]=[CH:25][CH:24]=1, predict the reactants needed to synthesize it. The reactants are: Br[CH2:2][CH2:3][N:4]1[C:28](=[O:29])[N:7]2[CH:8]([C:21]3[CH:26]=[CH:25][CH:24]=[C:23]([OH:27])[CH:22]=3)[C:9]3[NH:10][C:11]4[C:16]([C:17]=3[CH2:18][C:6]2([CH3:30])[C:5]1=[O:31])=[CH:15][C:14]([O:19][CH3:20])=[CH:13][CH:12]=4.[CH2:32]([NH2:36])[CH:33]([CH3:35])[CH3:34]. (5) Given the product [CH3:29][C:30]([OH:47])([CH3:46])[CH2:31][N:32]1[CH:36]=[C:35]([C:2]2[CH:28]=[CH:27][C:5]3[C:6]4[N:7]=[C:8]([C:14]5[N:15]([CH2:19][CH2:20][N:21]6[CH2:22][CH2:23][O:24][CH2:25][CH2:26]6)[N:16]=[CH:17][N:18]=5)[S:9][C:10]=4[CH2:11][CH2:12][O:13][C:4]=3[CH:3]=2)[CH:34]=[N:33]1, predict the reactants needed to synthesize it. The reactants are: Br[C:2]1[CH:28]=[CH:27][C:5]2[C:6]3[N:7]=[C:8]([C:14]4[N:15]([CH2:19][CH2:20][N:21]5[CH2:26][CH2:25][O:24][CH2:23][CH2:22]5)[N:16]=[CH:17][N:18]=4)[S:9][C:10]=3[CH2:11][CH2:12][O:13][C:4]=2[CH:3]=1.[CH3:29][C:30]([OH:47])([CH3:46])[CH2:31][N:32]1[CH:36]=[C:35](B2OC(C)(C)C(C)(C)O2)[CH:34]=[N:33]1. (6) The reactants are: [NH2:1][C:2]1[CH:7]=[CH:6][CH:5]=[CH:4][C:3]=1[SH:8].I[CH:10]([CH3:12])[CH3:11].CC(C)([O-])C.[K+]. Given the product [CH:10]([S:8][C:3]1[CH:4]=[CH:5][CH:6]=[CH:7][C:2]=1[NH2:1])([CH3:12])[CH3:11], predict the reactants needed to synthesize it. (7) Given the product [C:16]([NH:15][C:14](=[N:6][CH2:5][CH2:4][CH2:3][C:2]([F:11])([F:1])[C:7]([F:8])([F:9])[F:10])[S:13][CH3:12])#[N:17], predict the reactants needed to synthesize it. The reactants are: [F:1][C:2]([F:11])([C:7]([F:10])([F:9])[F:8])[CH2:3][CH2:4][CH2:5][NH2:6].[CH3:12][S:13][C:14](SC)=[N:15][C:16]#[N:17]. (8) Given the product [O:17]([C:14]1[CH:15]=[CH:16][C:11]([CH3:10])=[C:12]([N+:18]([O-:20])=[O:19])[CH:13]=1)[C:1]1[CH:6]=[CH:5][CH:4]=[CH:3][CH:2]=1, predict the reactants needed to synthesize it. The reactants are: [C:1]1(B(O)O)[CH:6]=[CH:5][CH:4]=[CH:3][CH:2]=1.[CH3:10][C:11]1[CH:16]=[CH:15][C:14]([OH:17])=[CH:13][C:12]=1[N+:18]([O-:20])=[O:19].CCN(CC)CC. (9) Given the product [C:30]([O:1][CH:2]([CH2:18][CH2:19][CH2:20][CH2:21][CH2:22][CH3:23])[CH2:3][CH2:4][CH2:5][CH2:6][CH2:7][CH2:8][CH2:9][CH2:10][CH2:11][CH2:12][C:13]([O:15][CH2:16][CH3:17])=[O:14])(=[O:48])[CH2:31][CH2:32][CH2:33][CH2:34][CH2:35][CH2:36][CH2:37]/[CH:38]=[CH:39]\[CH2:40][CH2:41][CH2:42][CH2:43][CH2:44][CH2:45][CH2:46][CH3:47], predict the reactants needed to synthesize it. The reactants are: [OH:1][CH:2]([CH2:18][CH2:19][CH2:20][CH2:21][CH2:22][CH3:23])[CH2:3][CH2:4][CH2:5][CH2:6][CH2:7][CH2:8][CH2:9][CH2:10][CH2:11][CH2:12][C:13]([O:15][CH2:16][CH3:17])=[O:14].N1C=CC=CC=1.[C:30](Cl)(=[O:48])[CH2:31][CH2:32][CH2:33][CH2:34][CH2:35][CH2:36][CH2:37]/[CH:38]=[CH:39]\[CH2:40][CH2:41][CH2:42][CH2:43][CH2:44][CH2:45][CH2:46][CH3:47].O.